Dataset: Full USPTO retrosynthesis dataset with 1.9M reactions from patents (1976-2016). Task: Predict the reactants needed to synthesize the given product. (1) Given the product [NH2:8][C:9]1[N:14]=[C:13]([CH3:15])[N:12]=[C:11]([C:16]2[C:17]([NH:24][C:25]3[CH:26]=[N:27][C:28]([O:32][CH3:33])=[C:29]([F:31])[CH:30]=3)=[N:18][CH:19]=[C:20]([CH:23]=2)[CH:21]=[O:22])[N:10]=1, predict the reactants needed to synthesize it. The reactants are: COC1C=CC(C[N:8](CC2C=CC(OC)=CC=2)[C:9]2[N:14]=[C:13]([CH3:15])[N:12]=[C:11]([C:16]3[C:17]([NH:24][C:25]4[CH:26]=[N:27][C:28]([O:32][CH3:33])=[C:29]([F:31])[CH:30]=4)=[N:18][CH:19]=[C:20]([CH:23]=3)[CH:21]=[O:22])[N:10]=2)=CC=1.C(O)(C(F)(F)F)=O.S(O)(C(F)(F)F)(=O)=O. (2) The reactants are: [F:1][C:2]([F:12])([F:11])[C:3]1[CH:4]=[C:5]([CH:7]=[CH:8][C:9]=1[Cl:10])[NH2:6].N1C=CC=CC=1.Cl[C:20]([O:22][C:23]1[CH:28]=[CH:27][CH:26]=[CH:25][CH:24]=1)=[O:21].CCCCCC. Given the product [Cl:10][C:9]1[CH:8]=[CH:7][C:5]([NH:6][C:20](=[O:21])[O:22][C:23]2[CH:28]=[CH:27][CH:26]=[CH:25][CH:24]=2)=[CH:4][C:3]=1[C:2]([F:1])([F:11])[F:12], predict the reactants needed to synthesize it. (3) Given the product [NH2:56][CH2:55][C:52]1[CH:51]=[CH:50][C:49]([C:46]2[CH:45]=[CH:44][C:43]([C:7]3[C:16]4[C:11](=[N:12][CH:13]=[C:14]([F:17])[CH:15]=4)[N:10]([O:18][CH2:19][C:20]4[CH:25]=[CH:24][CH:23]=[CH:22][CH:21]=4)[C:9](=[O:26])[C:8]=3[C:27]3[CH:32]=[CH:31][CH:30]=[CH:29][CH:28]=3)=[CH:48][CH:47]=2)=[CH:54][CH:53]=1, predict the reactants needed to synthesize it. The reactants are: FC(F)(F)S(O[C:7]1[C:16]2[C:11](=[N:12][CH:13]=[C:14]([F:17])[CH:15]=2)[N:10]([O:18][CH2:19][C:20]2[CH:25]=[CH:24][CH:23]=[CH:22][CH:21]=2)[C:9](=[O:26])[C:8]=1[C:27]1[CH:32]=[CH:31][CH:30]=[CH:29][CH:28]=1)(=O)=O.CC1(C)C(C)(C)OB([C:43]2[CH:48]=[CH:47][C:46]([C:49]3[CH:54]=[CH:53][C:52]([CH2:55][NH:56]C(=O)OC(C)(C)C)=[CH:51][CH:50]=3)=[CH:45][CH:44]=2)O1.C(=O)([O-])[O-].[Na+].[Na+].N#N. (4) Given the product [Br:1][C:2]1[CH:7]=[CH:6][C:5]([C:8]2[N:18]([C:20]3[CH:21]=[CH:22][C:23]([S:26]([NH2:29])(=[O:28])=[O:27])=[N:24][CH:25]=3)[N:19]=[C:10]([C:11]([F:14])([F:13])[F:12])[CH:9]=2)=[CH:4][CH:3]=1, predict the reactants needed to synthesize it. The reactants are: [Br:1][C:2]1[CH:7]=[CH:6][C:5]([C:8](=O)[CH2:9][C:10](=O)[C:11]([F:14])([F:13])[F:12])=[CH:4][CH:3]=1.Cl.[NH:18]([C:20]1[CH:21]=[CH:22][C:23]([S:26]([NH2:29])(=[O:28])=[O:27])=[N:24][CH:25]=1)[NH2:19]. (5) Given the product [C:43]([O:42][C:41]([NH:40][C:35]1[CH:36]=[CH:37][CH:38]=[CH:39][C:34]=1[NH:33][C:31]([C:27]1[CH:26]=[C:25]2[C:30](=[CH:29][CH:28]=1)[CH:22]([NH:21][C:6](=[O:7])[O:20][CH2:19][C:15]1[CH:14]=[N:13][CH:18]=[CH:17][CH:16]=1)[CH2:23][CH2:24]2)=[O:32])=[O:47])([CH3:44])([CH3:46])[CH3:45], predict the reactants needed to synthesize it. The reactants are: C1N=CN([C:6](N2C=NC=C2)=[O:7])C=1.[N:13]1[CH:18]=[CH:17][CH:16]=[C:15]([CH2:19][OH:20])[CH:14]=1.[NH2:21][CH:22]1[C:30]2[C:25](=[CH:26][C:27]([C:31]([NH:33][C:34]3[CH:39]=[CH:38][CH:37]=[CH:36][C:35]=3[NH:40][C:41](=[O:47])[O:42][C:43]([CH3:46])([CH3:45])[CH3:44])=[O:32])=[CH:28][CH:29]=2)[CH2:24][CH2:23]1.CCN(CC)CC.C1CCN2C(=NCCC2)CC1. (6) Given the product [C:36]([O:35][C:33]([NH:32][C:9](=[N:8][C:6]([O:5][C:1]([CH3:4])([CH3:3])[CH3:2])=[O:7])[NH:10][C:11]1[CH:12]=[CH:13][C:14]([C:15]([O:17][C:18]2[CH:19]=[CH:20][C:21]([CH2:24][CH2:25][CH2:26][C:27]([NH:52][C@H:51]([C:53]([O:55][C:56]([CH3:59])([CH3:58])[CH3:57])=[O:54])[CH2:50][C:49]3[CH:60]=[CH:61][C:46]([O:45][C:41]([CH3:43])([CH3:42])[CH3:44])=[CH:47][CH:48]=3)=[O:28])=[CH:22][CH:23]=2)=[O:16])=[CH:30][CH:31]=1)=[O:34])([CH3:38])([CH3:39])[CH3:37], predict the reactants needed to synthesize it. The reactants are: [C:1]([O:5][C:6]([NH:8][C:9](=[N:32][C:33]([O:35][C:36]([CH3:39])([CH3:38])[CH3:37])=[O:34])[NH:10][C:11]1[CH:31]=[CH:30][C:14]([C:15]([O:17][C:18]2[CH:23]=[CH:22][C:21]([CH2:24][CH2:25][CH2:26][C:27](O)=[O:28])=[CH:20][CH:19]=2)=[O:16])=[CH:13][CH:12]=1)=[O:7])([CH3:4])([CH3:3])[CH3:2].Cl.[C:41]([O:45][C:46]1[CH:61]=[CH:60][C:49]([CH2:50][C@@H:51]([C:53]([O:55][C:56]([CH3:59])([CH3:58])[CH3:57])=[O:54])[NH2:52])=[CH:48][CH:47]=1)([CH3:44])([CH3:43])[CH3:42].Cl.CN(C)CCCN=C=NCC.N1(O)C2C=CC=CC=2N=N1. (7) Given the product [CH2:21]([O:20][CH2:19][C@H:15]([CH:16]([CH3:17])[CH3:18])[C:14]([OH:28])=[O:33])[C:22]1[CH:23]=[CH:24][CH:25]=[CH:26][CH:27]=1, predict the reactants needed to synthesize it. The reactants are: C([C@@H]1COC(=O)N1[C:14](=[O:28])[C@H:15]([CH2:19][O:20][CH2:21][C:22]1[CH:27]=[CH:26][CH:25]=[CH:24][CH:23]=1)[CH:16]([CH3:18])[CH3:17])C1C=CC=CC=1.OO.[Li+].[OH-].[O-:33]S([O-])=O.[Na+].[Na+].C([O-])(O)=O.[Na+].